Predict the reaction yield, written as a fraction of the theoretical maximum amount of product (1.0 means a 100% yield; for example, 0.34 means a 34% yield). From a dataset of Reaction yield outcomes from USPTO patents with 853,638 reactions. (1) The reactants are [F:1][C:2]1[CH:7]=[CH:6][CH:5]=[CH:4][C:3]=1[N:8]1[C:12]([O:13][CH:14]([CH3:16])[CH3:15])=[CH:11][C:10]([C:17]([O:19]C)=[O:18])=[N:9]1. The catalyst is [OH-].[Na+]. The product is [F:1][C:2]1[CH:7]=[CH:6][CH:5]=[CH:4][C:3]=1[N:8]1[C:12]([O:13][CH:14]([CH3:16])[CH3:15])=[CH:11][C:10]([C:17]([OH:19])=[O:18])=[N:9]1. The yield is 0.700. (2) The reactants are P([O-])([O-])([O-])=O.[K+].[K+].[K+].[C:9]1(OB(O)O)[CH:14]=[CH:13][CH:12]=[CH:11][CH:10]=1.[Cl-].[NH4+].CN([CH:24]=[O:25])C. No catalyst specified. The product is [C:9]1([C:9]2[CH:14]=[C:13]3[C:12]([CH:14]=[CH:9][C:10]([O:25][CH3:24])=[CH:11]3)=[CH:11][CH:10]=2)[CH:14]=[CH:13][CH:12]=[CH:11][CH:10]=1. The yield is 0.730. (3) The reactants are C[O:2][C:3](=[O:22])[C:4]1[C:5](=[C:10]([O:14][CH2:15][C:16]2[CH:21]=[CH:20][CH:19]=[CH:18][CH:17]=2)[CH:11]=[CH:12][CH:13]=1)[C:6]([O:8]C)=[O:7].[OH-].[Na+]. The catalyst is C(O)C. The product is [CH2:15]([O:14][C:10]1[CH:11]=[CH:12][CH:13]=[C:4]([C:3]([OH:22])=[O:2])[C:5]=1[C:6]([OH:8])=[O:7])[C:16]1[CH:21]=[CH:20][CH:19]=[CH:18][CH:17]=1. The yield is 0.740. (4) The reactants are [C:1]([O:5][C:6]([N:8]([CH2:17][CH2:18][C:19]([OH:21])=O)[CH2:9][CH2:10][CH:11]1[CH2:16][CH2:15][CH2:14][CH2:13][CH2:12]1)=[O:7])([CH3:4])([CH3:3])[CH3:2].C[N:23]1CCOCC1.ClC(OCC(C)C)=O.N. The catalyst is O1CCCC1.C(Cl)(Cl)Cl. The product is [C:1]([O:5][C:6]([N:8]([CH2:17][CH2:18][C:19]([NH2:23])=[O:21])[CH2:9][CH2:10][CH:11]1[CH2:16][CH2:15][CH2:14][CH2:13][CH2:12]1)=[O:7])([CH3:4])([CH3:3])[CH3:2]. The yield is 0.580. (5) The reactants are [CH2:1]([O:8][C@@H:9]1[C@@H:14]([O:15][CH2:16][C:17]2[CH:22]=[CH:21][CH:20]=[CH:19][CH:18]=2)[C@H:13]([O:23][CH2:24][C:25]2[CH:30]=[CH:29][CH:28]=[CH:27][CH:26]=2)[C@@H:12]([CH2:31][O:32][CH2:33][C:34]2[CH:39]=[CH:38][CH:37]=[CH:36][CH:35]=2)[O:11][C@:10]21[C:43]1[CH:44]=[C:45]([CH2:49][C:50]3[CH:55]=[CH:54][C:53]([CH2:56][CH3:57])=[CH:52][CH:51]=3)[C:46]([Cl:48])=[CH:47][C:42]=1[O:41][C@H:40]2[OH:58])[C:2]1[CH:7]=[CH:6][CH:5]=[CH:4][CH:3]=1.[Cr](Cl)([O-])(=O)=O.[NH+]1C=CC=CC=1.CCOC(C)=O. The catalyst is C(Cl)Cl. The product is [CH2:1]([O:8][C@@H:9]1[C@@H:14]([O:15][CH2:16][C:17]2[CH:22]=[CH:21][CH:20]=[CH:19][CH:18]=2)[C@H:13]([O:23][CH2:24][C:25]2[CH:26]=[CH:27][CH:28]=[CH:29][CH:30]=2)[C@@H:12]([CH2:31][O:32][CH2:33][C:34]2[CH:39]=[CH:38][CH:37]=[CH:36][CH:35]=2)[O:11][C@:10]21[C:43]1[CH:44]=[C:45]([CH2:49][C:50]3[CH:55]=[CH:54][C:53]([CH2:56][CH3:57])=[CH:52][CH:51]=3)[C:46]([Cl:48])=[CH:47][C:42]=1[O:41][C:40]2=[O:58])[C:2]1[CH:3]=[CH:4][CH:5]=[CH:6][CH:7]=1. The yield is 0.620.